Dataset: Retrosynthesis with 50K atom-mapped reactions and 10 reaction types from USPTO. Task: Predict the reactants needed to synthesize the given product. (1) Given the product CCc1ccc(Oc2ccc(N(CCCN)C(C)=O)cc2F)c(OCc2ccccc2)c1, predict the reactants needed to synthesize it. The reactants are: CC(=O)OC(C)=O.CCc1ccc(Oc2ccc(NCCCN)cc2F)c(OCc2ccccc2)c1. (2) Given the product C[Si](C)(C)CNCc1cccc(C(F)(F)F)c1, predict the reactants needed to synthesize it. The reactants are: C[Si](C)(C)CCl.NCc1cccc(C(F)(F)F)c1. (3) Given the product Cc1cc(-c2cccc(CNc3ccc4c(c3)OC[C@H]4CC(=O)O)c2C)c(C)s1, predict the reactants needed to synthesize it. The reactants are: COC(=O)C[C@@H]1COc2cc(NCc3cccc(-c4cc(C)sc4C)c3C)ccc21. (4) Given the product COc1cc2c(cc1Cl)CCN(C(=O)c1ccc(OCCN(C)C)cc1)CC2c1cccc2c1OCC2, predict the reactants needed to synthesize it. The reactants are: CN(C)CCOc1ccc(C(=O)O)cc1.COc1cc2c(cc1Cl)CCNCC2c1cccc2c1OCC2. (5) The reactants are: CC(C)(C)OC(=O)N1CCN(Cc2ccccc2)[C@H](CNC(=O)c2ccccc2)C1. Given the product CC(C)(C)OC(=O)N1CCN[C@H](CNC(=O)c2ccccc2)C1, predict the reactants needed to synthesize it. (6) Given the product OCC(F)=CC1(c2ccc(OC(F)F)cc2)CC1, predict the reactants needed to synthesize it. The reactants are: COC(=O)C(F)=CC1(c2ccc(OC(F)F)cc2)CC1.